From a dataset of Full USPTO retrosynthesis dataset with 1.9M reactions from patents (1976-2016). Predict the reactants needed to synthesize the given product. Given the product [Cl:33][C:34]([Cl:39])([Cl:38])[C:35]([C:30]1[N:29]2[C:24]([CH2:23][N:8]([C:6]([O:5][C:1]([CH3:4])([CH3:2])[CH3:3])=[O:7])[CH2:9][CH2:10][CH2:11][CH2:12][NH:13][C:14](=[O:22])[C:15]([F:21])([F:20])[C:16]([F:19])([F:17])[F:18])=[CH:25][CH:26]=[CH:27][C:28]2=[N:32][CH:31]=1)=[O:36], predict the reactants needed to synthesize it. The reactants are: [C:1]([O:5][C:6]([N:8]([CH2:23][C:24]1[N:29]2[CH:30]=[CH:31][N:32]=[C:28]2[CH:27]=[CH:26][CH:25]=1)[CH2:9][CH2:10][CH2:11][CH2:12][NH:13][C:14](=[O:22])[C:15]([F:21])([F:20])[C:16]([F:19])([F:18])[F:17])=[O:7])([CH3:4])([CH3:3])[CH3:2].[Cl:33][C:34]([Cl:39])([Cl:38])[C:35](Cl)=[O:36].